Dataset: Reaction yield outcomes from USPTO patents with 853,638 reactions. Task: Predict the reaction yield, written as a fraction of the theoretical maximum amount of product (1.0 means a 100% yield; for example, 0.34 means a 34% yield). (1) No catalyst specified. The reactants are [C:1]([C:3]1[C:4]([C:9]2[CH:14]=[CH:13][CH:12]=[CH:11][CH:10]=2)=[N:5][O:6][C:7]=1[CH3:8])#[CH:2].Br[C:16]1[C:21]([CH3:22])=[CH:20][CH:19]=[CH:18][N:17]=1. The yield is 0.660. The product is [CH3:22][C:21]1[C:16]([C:2]#[C:1][C:3]2[C:4]([C:9]3[CH:14]=[CH:13][CH:12]=[CH:11][CH:10]=3)=[N:5][O:6][C:7]=2[CH3:8])=[N:17][CH:18]=[CH:19][CH:20]=1. (2) The yield is 0.790. No catalyst specified. The product is [Cl:1][C:2]1[N:3]=[C:4]([C:9]([NH:11][C@H:12]2[CH2:17][CH2:16][N:15]([C:18]3[S:19][C:20]([C:26]([O:28][CH2:29][CH3:30])=[O:27])=[C:21]([C:23](=[O:25])[NH:37][CH2:36][CH:35]([F:38])[F:34])[N:22]=3)[CH2:14][C@H:13]2[O:31][CH2:32][CH3:33])=[O:10])[NH:5][C:6]=1[CH2:7][CH3:8]. The reactants are [Cl:1][C:2]1[N:3]=[C:4]([C:9]([NH:11][C@H:12]2[CH2:17][CH2:16][N:15]([C:18]3[S:19][C:20]([C:26]([O:28][CH2:29][CH3:30])=[O:27])=[C:21]([C:23]([OH:25])=O)[N:22]=3)[CH2:14][C@H:13]2[O:31][CH2:32][CH3:33])=[O:10])[NH:5][C:6]=1[CH2:7][CH3:8].[F:34][CH:35]([F:38])[CH2:36][NH2:37].CCN=C=NCCCN(C)C.Cl.ON1C2C=CC=CC=2N=N1. (3) The catalyst is CO. The reactants are C([NH:9][C:10]([NH:12][C:13]1[S:14][C:15]2[C:21]([C:22]3[CH:27]=[CH:26][CH:25]=[CH:24][CH:23]=3)=[CH:20][CH:19]=[C:18]([O:28][CH3:29])[C:16]=2[N:17]=1)=[S:11])(=O)C1C=CC=CC=1.C1COCC1.C[O-].[Na+]. The product is [CH3:29][O:28][C:18]1[C:16]2[N:17]=[C:13]([NH:12][C:10]([NH2:9])=[S:11])[S:14][C:15]=2[C:21]([C:22]2[CH:27]=[CH:26][CH:25]=[CH:24][CH:23]=2)=[CH:20][CH:19]=1. The yield is 0.870. (4) The reactants are Cl[O-].[Na+].[CH2:4]1[C:12]2[C:7](=[CH:8][CH:9]=[C:10]([C:13](=[O:15])C)[CH:11]=2)[CH2:6][CH2:5]1.C([O-])(O)=[O:17].[Na+]. No catalyst specified. The product is [CH2:6]1[C:7]2[C:12](=[CH:11][C:10]([C:13]([OH:15])=[O:17])=[CH:9][CH:8]=2)[CH2:4][CH2:5]1. The yield is 0.990. (5) The reactants are [NH2:1][C:2]1[N:7]=[C:6](Cl)[CH:5]=[C:4]([Cl:9])[N:3]=1.[C:10]1(B(O)O)[CH:15]=[CH:14][CH:13]=[CH:12][CH:11]=1.C([O-])([O-])=O.[K+].[K+]. The catalyst is O1CCOCC1.O.CCOC(C)=O.C1C=CC([P]([Pd]([P](C2C=CC=CC=2)(C2C=CC=CC=2)C2C=CC=CC=2)([P](C2C=CC=CC=2)(C2C=CC=CC=2)C2C=CC=CC=2)[P](C2C=CC=CC=2)(C2C=CC=CC=2)C2C=CC=CC=2)(C2C=CC=CC=2)C2C=CC=CC=2)=CC=1. The product is [Cl:9][C:4]1[CH:5]=[C:6]([C:10]2[CH:15]=[CH:14][CH:13]=[CH:12][CH:11]=2)[N:7]=[C:2]([NH2:1])[N:3]=1. The yield is 0.600. (6) The reactants are [NH2:1][C:2]1[NH:6][N:5]=[C:4]([CH3:7])[C:3]=1[C:8]#[N:9].CN(C)[CH:12]=[CH:13][C:14]([C:16]1[CH:17]=[CH:18][C:19]([F:27])=[C:20]([N:22]([CH3:26])[C:23](=[O:25])[CH3:24])[CH:21]=1)=O.C(OCC)(=O)C. The catalyst is C(O)(=O)C. The product is [F:27][C:19]1[CH:18]=[CH:17][C:16]([C:14]2[N:6]3[N:5]=[C:4]([CH3:7])[C:3]([C:8]#[N:9])=[C:2]3[N:1]=[CH:12][CH:13]=2)=[CH:21][C:20]=1[N:22]([CH3:26])[C:23](=[O:25])[CH3:24]. The yield is 0.750. (7) The product is [CH2:12]([C:6]1[N:7]=[C:8]2[C:3]([C:2]([NH:30][C:24]3[CH:25]=[C:26]([CH3:29])[CH:27]=[CH:28][C:23]=3[S:22][C:19]3[CH:20]=[CH:21][C:16]([O:15][CH3:14])=[CH:17][CH:18]=3)=[CH:11][CH:10]=[N:9]2)=[CH:4][CH:5]=1)[CH3:13]. The yield is 0.900. No catalyst specified. The reactants are Cl[C:2]1[CH:11]=[CH:10][N:9]=[C:8]2[C:3]=1[CH:4]=[CH:5][C:6]([CH2:12][CH3:13])=[N:7]2.[CH3:14][O:15][C:16]1[CH:21]=[CH:20][C:19]([S:22][C:23]2[CH:28]=[CH:27][C:26]([CH3:29])=[CH:25][C:24]=2[NH2:30])=[CH:18][CH:17]=1.